Dataset: Experimentally validated miRNA-target interactions with 360,000+ pairs, plus equal number of negative samples. Task: Binary Classification. Given a miRNA mature sequence and a target amino acid sequence, predict their likelihood of interaction. (1) The miRNA is dme-miR-34-5p with sequence UGGCAGUGUGGUUAGCUGGUUGUG. The protein sequence of the target gene is MLLAQINRDSQGMTEFPGGGMEAQHVTLCLTEAVTVADGDNLENMEGVSLQAVTLADGSTAYIQHNSKDAKLIDGQVIQLEDGSAAYVQHVPIPKSTGDSLRLEDGQAVQLEDGTTAFIHHTSKDSYDQSALQAVQLEDGTTAYIHHAVQVPQSDTILAIQADGTVAGLHTGDATIDPDTISALEQYAAKVSIDGSESVAGTGMIGENEQEKKMQIVLQGHATRVTAKSQQSGEKAFRCEYDGCGKLYTTAHHLKVHERSHTGDRPYQCEHAGCGKAFATGYGLKSHVRTHTGEKPYRCS.... Result: 0 (no interaction). (2) The miRNA is mmu-miR-34b-3p with sequence AAUCACUAACUCCACUGCCAUC. The protein sequence of the target gene is MDTSSVGTLELTDQTPVLLGSTAMATSLTNVGNSFSGPPNPLVSRSSKFQNSSVEDDDDVVFIEPVQPPPSSAPLVADQRPITFTSSKNEELQGNDPKILPSSKELAPQKGSVSETIVIDDEEDMETNQGQEKSSSNFIERRPSETKNRTNDVDFSSSTFSRSKVNAGVSNSGITTEPDSEIQIANVTTLETGVSSVSDGQLESTDGRDMNLMITHVTSLHNTSLGDGSNGLQSSNFGVNIQTYTPSLTSQTKAGVGPFNPGRMNVAGDVFQNGESAPHHNPDSWISQSASFPRNQKQQG.... Result: 0 (no interaction). (3) The miRNA is hsa-miR-6893-5p with sequence CAGGCAGGUGUAGGGUGGAGC. The protein sequence of the target gene is MTDPSLGLTVPMAPPLAPLPPRDPNGAGSEWRKPGAVSFADVAVYFSREEWGCLRPAQRALYRDVMRETYGHLGALGESPTCLPGPCASTGPAAPLGAACGVGGPGAGQAASSQRGVCVLLPQESEAASRRSSPGWRRRPNCGIRLPRIRRWRSVRQKRTQQIPETRKRKDKGKGREPWRSPTLWPPGLLG. Result: 1 (interaction). (4) The miRNA is hsa-miR-3160-3p with sequence AGAGCUGAGACUAGAAAGCCCA. The protein sequence of the target gene is MTATTRGSPVGGNDNQGQAPDGQSQPPLQQNQTSSPDSSNENSPATPPDEQGQGDAPPQLEDEEPAFPHTDLAKLDDMINRPRWVVPVLPKGELEVLLEAAIDLSKKGLDVKSEACQRFFRDGLTISFTKILTDEAVSGWKFEIHRCIINNTHRLVELCVAKLSQDWFPLLELLAMALNPHCKFHIYNGTRPCESVSSSVQLPEDELFARSPDPRSPKGWLVDLLNKFGTLNGFQILHDRFINGSALNVQIIAALIKPFGQCYEFLTLHTVKKYFLPIIEMVPQFLENLTDEELKKEAKN.... Result: 1 (interaction). (5) The miRNA is hsa-let-7b-5p with sequence UGAGGUAGUAGGUUGUGUGGUU. The protein sequence of the target gene is MAGNKGRGRAAYTFNIEAVGFSKGEKLPDVVLKPPPLFPDTDYKPVPLKTGEGEEYMLALKQELRETMKRMPYFIETPEERQDIERYSKRYMKVYKEEWIPDWRRLPREMMPRNKCKKAGPKPKKAKDAGKGTPLTNTEDVLKKMEELEKRGDGEKSDEENEEKEGSKEKSKEGDDDDDDDAAEQEEYDEEEQEEENDYINSYFEDGDDFGADSDDNMDEATY. Result: 1 (interaction). (6) The miRNA is dme-miR-79-3p with sequence UAAAGCUAGAUUACCAAAGCAU. The protein sequence of the target gene is MTSPEGAQNKEIDCLSPEAQRLAEARLAAKRAARAEAREIRMKELERQQKEVEERPDKDFAEKGSRNMPSLSAATLASLGGTSSRRGSGDTSISMDTEASIREIKDSLAEVEEKYKKAMVSNAQLDNEKTNFMYQVDTLKDMLLELEEQLAESQRQYEEKNKEFEREKHAHSILQFQFAEVKEALRQREEMLEKHGIILNSEIATNGETSDTVNDVGYQAPTKITKEELNALKAAGEGTLGKAKEVEVKKEIVEKVGQRETLQDSEQEQPKLNTGKDCVDRGVLHPGEKAENQRPVEDSA.... Result: 0 (no interaction).